From a dataset of Forward reaction prediction with 1.9M reactions from USPTO patents (1976-2016). Predict the product of the given reaction. Given the reactants C([O-])([O-])=O.[Na+].[Na+].[C:7]1(B(O)O)[CH:12]=[CH:11][CH:10]=[CH:9][CH:8]=1.Br[C:17]1[CH:23]=[CH:22][CH:21]=[C:20]([F:24])[C:18]=1[NH2:19].C([O-])=O.[NH4+], predict the reaction product. The product is: [F:24][C:20]1[CH:21]=[CH:22][CH:23]=[C:17]([C:7]2[CH:12]=[CH:11][CH:10]=[CH:9][CH:8]=2)[C:18]=1[NH2:19].